From a dataset of Forward reaction prediction with 1.9M reactions from USPTO patents (1976-2016). Predict the product of the given reaction. Given the reactants [NH2:1][C:2]1[S:3]/[C:4](=[CH:8]\[C:9]2[CH:14]=[C:13]([O:15][CH2:16][CH2:17][CH3:18])[C:12]([OH:19])=[C:11]([Cl:20])[CH:10]=2)/[C:5](=[O:7])[N:6]=1.C(O)(=O)C.Br[CH2:26][C:27]([C:29]1[CH:30]=[N:31][C:32]([N:35]2[CH:39]=[C:38]([CH3:40])[N:37]=[CH:36]2)=[CH:33][CH:34]=1)=O, predict the reaction product. The product is: [Cl:20][C:11]1[CH:10]=[C:9](/[CH:8]=[C:4]2/[C:5](=[O:7])[N:6]3[CH:26]=[C:27]([C:29]4[CH:30]=[N:31][C:32]([N:35]5[CH:39]=[C:38]([CH3:40])[N:37]=[CH:36]5)=[CH:33][CH:34]=4)[N:1]=[C:2]3[S:3]/2)[CH:14]=[C:13]([O:15][CH2:16][CH2:17][CH3:18])[C:12]=1[OH:19].